This data is from NCI-60 drug combinations with 297,098 pairs across 59 cell lines. The task is: Regression. Given two drug SMILES strings and cell line genomic features, predict the synergy score measuring deviation from expected non-interaction effect. (1) Cell line: MDA-MB-231. Synergy scores: CSS=14.3, Synergy_ZIP=-5.66, Synergy_Bliss=-2.00, Synergy_Loewe=-5.79, Synergy_HSA=-1.52. Drug 2: C(CCl)NC(=O)N(CCCl)N=O. Drug 1: COC1=C(C=C2C(=C1)N=CN=C2NC3=CC(=C(C=C3)F)Cl)OCCCN4CCOCC4. (2) Drug 1: C1CCN(CC1)CCOC2=CC=C(C=C2)C(=O)C3=C(SC4=C3C=CC(=C4)O)C5=CC=C(C=C5)O. Drug 2: CC1CCCC2(C(O2)CC(NC(=O)CC(C(C(=O)C(C1O)C)(C)C)O)C(=CC3=CSC(=N3)C)C)C. Cell line: UO-31. Synergy scores: CSS=2.36, Synergy_ZIP=-2.11, Synergy_Bliss=-1.07, Synergy_Loewe=0.166, Synergy_HSA=0.373. (3) Drug 1: C1CCC(CC1)NC(=O)N(CCCl)N=O. Drug 2: C1CC(=O)NC(=O)C1N2C(=O)C3=CC=CC=C3C2=O. Cell line: RPMI-8226. Synergy scores: CSS=35.7, Synergy_ZIP=2.81, Synergy_Bliss=4.37, Synergy_Loewe=-16.2, Synergy_HSA=3.14. (4) Drug 1: CCC1(CC2CC(C3=C(CCN(C2)C1)C4=CC=CC=C4N3)(C5=C(C=C6C(=C5)C78CCN9C7C(C=CC9)(C(C(C8N6C=O)(C(=O)OC)O)OC(=O)C)CC)OC)C(=O)OC)O.OS(=O)(=O)O. Drug 2: C1C(C(OC1N2C=NC(=NC2=O)N)CO)O. Cell line: HCC-2998. Synergy scores: CSS=10.7, Synergy_ZIP=-9.56, Synergy_Bliss=-14.2, Synergy_Loewe=-4.22, Synergy_HSA=-7.97.